This data is from Forward reaction prediction with 1.9M reactions from USPTO patents (1976-2016). The task is: Predict the product of the given reaction. (1) Given the reactants [NH:1]1[CH:5]=[CH:4][C:3]([C:6]2[CH:18]=[CH:17][CH:16]=[CH:15][C:7]=2[O:8][CH2:9][C:10]([O:12]CC)=O)=[N:2]1.[NH2:19][CH2:20][CH:21]([OH:32])[CH2:22][N:23]1[CH2:31][C:30]2[C:25](=[CH:26][CH:27]=[CH:28][CH:29]=2)[CH2:24]1, predict the reaction product. The product is: [NH:1]1[CH:5]=[CH:4][C:3]([C:6]2[CH:18]=[CH:17][CH:16]=[CH:15][C:7]=2[O:8][CH2:9][C:10]([NH:19][CH2:20][CH:21]([OH:32])[CH2:22][N:23]2[CH2:31][C:30]3[C:25](=[CH:26][CH:27]=[CH:28][CH:29]=3)[CH2:24]2)=[O:12])=[N:2]1. (2) The product is: [Cl:28][C:22]1[CH:23]=[C:24]([Cl:27])[CH:25]=[CH:26][C:21]=1[C:14]1[CH:15]=[CH:16][CH:17]=[C:18]2[C:13]=1[C:12](=[O:29])[C@H:11]1[C@@H:19]2[CH2:20][NH:8][CH2:9][CH2:10]1. Given the reactants C([N:8]1[CH2:20][C@H:19]2[C@H:11]([C:12](=[O:29])[C:13]3[C:18]2=[CH:17][CH:16]=[CH:15][C:14]=3[C:21]2[CH:26]=[CH:25][C:24]([Cl:27])=[CH:23][C:22]=2[Cl:28])[CH2:10][CH2:9]1)C1C=CC=CC=1, predict the reaction product. (3) Given the reactants [Br-].[CH3:2][CH:3]([OH:6])[C:4]#[CH:5].[CH3:7][O:8][C:9]1[CH:18]=[C:17]2[C:12]([CH:13]=[C:14](C#C[Si](C)(C)C)[C:15](=[O:19])[O:16]2)=[CH:11][CH:10]=1, predict the reaction product. The product is: [OH:6][CH:3]([CH3:2])[C:4]#[C:5][C:14]1[C:15](=[O:19])[O:16][C:17]2[C:12]([CH:13]=1)=[CH:11][CH:10]=[C:9]([O:8][CH3:7])[CH:18]=2. (4) Given the reactants [O:1]1[CH:5]=[CH:4][CH:3]=[C:2]1[CH:6]=O.[O:8]=[C:9]([CH:11](P(=O)(OCC)OCC)[CH2:12][CH2:13][CH2:14][CH2:15][CH3:16])[CH3:10], predict the reaction product. The product is: [O:1]1[CH:5]=[CH:4][CH:3]=[C:2]1/[CH:6]=[C:11](\[CH2:12][CH2:13][CH2:14][CH2:15][CH3:16])/[C:9](=[O:8])[CH3:10]. (5) Given the reactants [CH3:1][C@H:2]1[CH2:7][C:6](=[O:8])[CH2:5][C@H:4]([CH3:9])[NH:3]1.C(N(CC)CC)C.[Cl:17][C:18]1[CH:23]=[CH:22][C:21]([S:24](Cl)(=[O:26])=[O:25])=[CH:20][CH:19]=1, predict the reaction product. The product is: [Cl:17][C:18]1[CH:23]=[CH:22][C:21]([S:24]([N:3]2[C@@H:4]([CH3:9])[CH2:5][C:6](=[O:8])[CH2:7][C@@H:2]2[CH3:1])(=[O:26])=[O:25])=[CH:20][CH:19]=1. (6) Given the reactants CC1(C)COB([C:8]2[CH:29]=[CH:28][C:11]3[C:12]4[N:16]([CH2:17][CH2:18][O:19][C:10]=3[CH:9]=2)[CH:15]=[C:14]([C:20]2[N:21]([CH:25]([CH3:27])[CH3:26])[N:22]=[CH:23][N:24]=2)[N:13]=4)OC1.Cl.N[OH:33].[OH-].[Na+], predict the reaction product. The product is: [CH:25]([N:21]1[C:20]([C:14]2[N:13]=[C:12]3[C:11]4[CH:28]=[CH:29][C:8]([OH:33])=[CH:9][C:10]=4[O:19][CH2:18][CH2:17][N:16]3[CH:15]=2)=[N:24][CH:23]=[N:22]1)([CH3:27])[CH3:26]. (7) Given the reactants [Cl:1][C:2]1[C:11]2[C:6](=[CH:7][C:8]([O:16][C:17](=[O:19])[CH3:18])=[C:9]([O:12][C:13](=[O:15])[CH3:14])[CH:10]=2)[N:5]=[CH:4][N:3]=1.[C:20]([C:22]1[CH:23]=[C:24]([CH:26]=[CH:27][CH:28]=1)[NH2:25])#[CH:21], predict the reaction product. The product is: [ClH:1].[C:20]([C:22]1[CH:23]=[C:24]([NH:25][C:2]2[C:11]3[C:6](=[CH:7][C:8]([O:16][C:17](=[O:19])[CH3:18])=[C:9]([O:12][C:13](=[O:15])[CH3:14])[CH:10]=3)[N:5]=[CH:4][N:3]=2)[CH:26]=[CH:27][CH:28]=1)#[CH:21]. (8) Given the reactants C([N:8]([CH2:30][C@@H:31]([C:33]1[CH:38]=[CH:37][CH:36]=[C:35]([Cl:39])[CH:34]=1)[OH:32])[C@@H:9]([CH2:12][C:13]1[CH:18]=[CH:17][C:16]([O:19][C:20]2[C:29]3[C:24](=[CH:25][CH:26]=[CH:27][CH:28]=3)[N:23]=[CH:22][CH:21]=2)=[CH:15][CH:14]=1)[CH2:10][OH:11])C1C=CC=CC=1.CO, predict the reaction product. The product is: [Cl:39][C:35]1[CH:34]=[C:33]([C@@H:31]([OH:32])[CH2:30][NH:8][CH:9]([CH2:12][C:13]2[CH:18]=[CH:17][C:16]([O:19][C:20]3[C:29]4[C:24](=[CH:25][CH:26]=[CH:27][CH:28]=4)[N:23]=[CH:22][CH:21]=3)=[CH:15][CH:14]=2)[CH2:10][OH:11])[CH:38]=[CH:37][CH:36]=1. (9) Given the reactants [C:1]([O:5][P:6]([CH2:17][CH:18]([CH2:26][CH2:27][C:28]([O:30][C:31]([CH3:34])([CH3:33])[CH3:32])=[O:29])[C:19]([O:21][C:22]([CH3:25])([CH3:24])[CH3:23])=[O:20])([CH2:8][NH:9]CC1C=CC=CC=1)=[O:7])([CH3:4])([CH3:3])[CH3:2], predict the reaction product. The product is: [NH2:9][CH2:8][P:6]([CH2:17][CH:18]([CH2:26][CH2:27][C:28]([O:30][C:31]([CH3:34])([CH3:33])[CH3:32])=[O:29])[C:19]([O:21][C:22]([CH3:23])([CH3:24])[CH3:25])=[O:20])([O:5][C:1]([CH3:3])([CH3:4])[CH3:2])=[O:7]. (10) Given the reactants Cl[C:2]1[CH:3]=[C:4]([C:9]2[N:13]3[C:14]4[N:22]=[C:21]([O:23][CH3:24])[CH:20]=[CH:19][C:15]=4[N:16]=[C:17]([CH3:18])[C:12]3=[C:11]([CH3:25])[N:10]=2)[CH:5]=[C:6](Cl)[CH:7]=1.[C:26](C1C=CC=CC=1B(O)O)#[N:27].C([O-])([O-])=[O:38].[K+].[K+], predict the reaction product. The product is: [CH3:24][O:23][C:21]1[CH:20]=[CH:19][C:15]2[N:16]=[C:17]([CH3:18])[C:12]3[N:13]([C:9]([C:4]4[CH:5]=[CH:6][CH:7]=[CH:2][C:3]=4[C:26]([NH2:27])=[O:38])=[N:10][C:11]=3[CH3:25])[C:14]=2[N:22]=1.